Dataset: Catalyst prediction with 721,799 reactions and 888 catalyst types from USPTO. Task: Predict which catalyst facilitates the given reaction. (1) Reactant: Cl[C:2]1[N:7]=[N:6][C:5]([O:8][C:9]2[CH:14]=[CH:13][CH:12]=[CH:11][C:10]=2[CH3:15])=[C:4]([O:16][CH3:17])[CH:3]=1.[C:18]1(C)[CH:23]=[CH:22][CH:21]=[CH:20][CH:19]=1.C1(B(O)O)C=CC=CC=1.C(=O)([O-])[O-].[K+].[K+]. Product: [CH3:17][O:16][C:4]1[CH:3]=[C:2]([C:18]2[CH:23]=[CH:22][CH:21]=[CH:20][CH:19]=2)[N:7]=[N:6][C:5]=1[O:8][C:9]1[CH:14]=[CH:13][CH:12]=[CH:11][C:10]=1[CH3:15]. The catalyst class is: 103. (2) Reactant: OC(C(F)(F)F)=O.[F:8][C:9]1[CH:35]=[C:34]([F:36])[CH:33]=[CH:32][C:10]=1[O:11][CH:12]1[CH2:17][CH2:16][N:15]([C:18]2[N:19]=[C:20]3[CH2:31][CH2:30][NH:29][CH2:28][C:21]3=[N:22][C:23]=2[NH:24][CH:25]([CH3:27])[CH3:26])[CH2:14][CH2:13]1.C(N(CC)CC)C.[CH3:44][CH:45]([S:47](Cl)(=[O:49])=[O:48])[CH3:46]. Product: [F:8][C:9]1[CH:35]=[C:34]([F:36])[CH:33]=[CH:32][C:10]=1[O:11][CH:12]1[CH2:13][CH2:14][N:15]([C:18]2[N:19]=[C:20]3[CH2:31][CH2:30][N:29]([S:47]([CH:45]([CH3:46])[CH3:44])(=[O:49])=[O:48])[CH2:28][C:21]3=[N:22][C:23]=2[NH:24][CH:25]([CH3:27])[CH3:26])[CH2:16][CH2:17]1. The catalyst class is: 2. (3) Reactant: [CH3:1][O:2][C:3](=[O:17])[C:4]1[CH:9]=[CH:8][C:7]([NH:10][C:11](=[O:14])[CH2:12][NH2:13])=[C:6]([O:15][CH3:16])[CH:5]=1.[CH3:18][C:19]([CH3:25])([CH2:22][CH:23]=O)[C:20]#[N:21].CCN(CC)CC. Product: [CH3:1][O:2][C:3](=[O:17])[C:4]1[CH:9]=[CH:8][C:7]([NH:10][C:11](=[O:14])[CH2:12][N:13]=[CH:23][CH2:22][C:19]([C:20]#[N:21])([CH3:25])[CH3:18])=[C:6]([O:15][CH3:16])[CH:5]=1. The catalyst class is: 2.